Predict the product of the given reaction. From a dataset of Forward reaction prediction with 1.9M reactions from USPTO patents (1976-2016). (1) Given the reactants Cl[C:2]1[N:6]=[C:5]([CH:7]2[CH2:12][CH:11]([C:13]3[CH:18]=[CH:17][C:16]([C:19]([F:22])([F:21])[F:20])=[CH:15][CH:14]=3)[CH2:10][N:9]([C:23]([N:25]3[CH2:30][CH2:29][O:28][CH2:27][CH2:26]3)=[O:24])[CH2:8]2)[O:4][N:3]=1.[CH3:31][C:32]1([NH2:36])[CH2:35][CH2:34][CH2:33]1, predict the reaction product. The product is: [CH3:31][C:32]1([NH:36][C:2]2[N:6]=[C:5]([CH:7]3[CH2:12][CH:11]([C:13]4[CH:18]=[CH:17][C:16]([C:19]([F:22])([F:21])[F:20])=[CH:15][CH:14]=4)[CH2:10][N:9]([C:23]([N:25]4[CH2:30][CH2:29][O:28][CH2:27][CH2:26]4)=[O:24])[CH2:8]3)[O:4][N:3]=2)[CH2:35][CH2:34][CH2:33]1. (2) The product is: [CH3:8][C:4]1[CH:5]=[CH:6][CH:7]=[C:2]([CH3:1])[C:3]=1[C:9]1[CH:14]=[C:13]2[CH:15]=[CH:16][NH:20][C:12]2=[CH:11][N:10]=1. Given the reactants [CH3:1][C:2]1[CH:7]=[CH:6][CH:5]=[C:4]([CH3:8])[C:3]=1[C:9]1[CH:14]=[C:13](/[CH:15]=[CH:16]/N(C)C)[C:12]([N+:20]([O-])=O)=[CH:11][N:10]=1, predict the reaction product. (3) Given the reactants C(NC(C)C)(C)C.[Li]CCCC.[Li+].CC([N-]C(C)C)C.[Br:21][C:22]1[CH:23]=[C:24]2[C:29](=[CH:30][CH:31]=1)[N:28]=[C:27]([O:32][CH3:33])[CH:26]=[C:25]2[Cl:34].CN([CH:38]=[O:39])C, predict the reaction product. The product is: [Br:21][C:22]1[CH:23]=[C:24]2[C:29](=[CH:30][CH:31]=1)[N:28]=[C:27]([O:32][CH3:33])[C:26]([CH:38]=[O:39])=[C:25]2[Cl:34]. (4) The product is: [CH2:1]([O:3][C:4]([C:6]1[CH:7]=[N:8][C:9]2[C:14]([C:15]=1[NH:20][CH2:21][CH2:22][CH2:23][N:24]1[CH2:29][CH2:28][O:27][CH2:26][CH2:25]1)=[CH:13][CH:12]=[CH:11][C:10]=2[NH2:17])=[O:5])[CH3:2]. Given the reactants [CH2:1]([O:3][C:4]([C:6]1[CH:7]=[N:8][C:9]2[C:14]([C:15]=1Cl)=[CH:13][CH:12]=[CH:11][C:10]=2[N+:17]([O-])=O)=[O:5])[CH3:2].[NH2:20][CH2:21][CH2:22][CH2:23][N:24]1[CH2:29][CH2:28][O:27][CH2:26][CH2:25]1, predict the reaction product. (5) Given the reactants [F:1][C:2]1[C:3]([CH3:16])=[C:4]([NH:9][C:10]2[CH:15]=[CH:14][CH:13]=[CH:12][CH:11]=2)[C:5]([NH2:8])=[CH:6][CH:7]=1.C(OC([NH:24][C@@H:25]([CH2:29][O:30][CH3:31])[C:26](O)=O)=O)(C)(C)C.C1C=NC2N(O)N=NC=2C=1.CN1CCOCC1.Cl.CN(C)CCCN=C=NCC, predict the reaction product. The product is: [F:1][C:2]1[CH:7]=[CH:6][C:5]2[N:8]=[C:26]([C@@H:25]([NH2:24])[CH2:29][O:30][CH3:31])[N:9]([C:10]3[CH:15]=[CH:14][CH:13]=[CH:12][CH:11]=3)[C:4]=2[C:3]=1[CH3:16]. (6) Given the reactants [C:1]([O:5][C:6]([N:8]1[CH2:20][C@@H:19]([CH3:21])[N:18]2[C@H:10]([CH2:11][C:12]3[C:17]2=[N:16][C:15]([CH2:22][O:23]CCO)=[CH:14][CH:13]=3)[CH2:9]1)=[O:7])([CH3:4])([CH3:3])[CH3:2].C([Li])(C)(C)C.[F:32][C:33]([F:38])([F:37])[CH2:34]C=O, predict the reaction product. The product is: [C:1]([O:5][C:6]([N:8]1[CH2:20][C@@H:19]([CH3:21])[N:18]2[C@H:10]([CH2:11][C:12]3[C:17]2=[N:16][C:15]([CH:22]([OH:23])[CH2:34][C:33]([F:38])([F:37])[F:32])=[CH:14][CH:13]=3)[CH2:9]1)=[O:7])([CH3:3])([CH3:4])[CH3:2].